The task is: Predict the reactants needed to synthesize the given product.. This data is from Full USPTO retrosynthesis dataset with 1.9M reactions from patents (1976-2016). Given the product [F:1][CH2:2][C@H:3]([C:4]1[CH:9]=[CH:8][CH:7]=[CH:6][CH:5]=1)[NH2:10], predict the reactants needed to synthesize it. The reactants are: [F:1][CH2:2][C@@H:3]([N:10]1C(=O)C2C(=CC=CC=2)C1=O)[C:4]1[CH:9]=[CH:8][CH:7]=[CH:6][CH:5]=1.NN.